This data is from Peptide-MHC class II binding affinity with 134,281 pairs from IEDB. The task is: Regression. Given a peptide amino acid sequence and an MHC pseudo amino acid sequence, predict their binding affinity value. This is MHC class II binding data. (1) The peptide sequence is FVAAAKYMVIQGEPG. The MHC is DRB1_1201 with pseudo-sequence DRB1_1201. The binding affinity (normalized) is 0.405. (2) The peptide sequence is KIDAAFKVAATAAAT. The MHC is DRB1_1602 with pseudo-sequence DRB1_1602. The binding affinity (normalized) is 0.609. (3) The peptide sequence is HGRQIRMAKLLGRDP. The MHC is HLA-DQA10101-DQB10501 with pseudo-sequence HLA-DQA10101-DQB10501. The binding affinity (normalized) is 0.0199. (4) The peptide sequence is LAWLVQASANSAAMA. The MHC is DRB1_0101 with pseudo-sequence DRB1_0101. The binding affinity (normalized) is 0.627. (5) The peptide sequence is SEAQKAAKPAAAATA. The MHC is HLA-DPA10201-DPB10101 with pseudo-sequence HLA-DPA10201-DPB10101. The binding affinity (normalized) is 0. (6) The peptide sequence is YKALPVVLENARILK. The MHC is HLA-DPA10103-DPB10401 with pseudo-sequence HLA-DPA10103-DPB10401. The binding affinity (normalized) is 0.195. (7) The peptide sequence is VVLFAVFLGSAYGIP. The MHC is HLA-DPA10103-DPB10401 with pseudo-sequence HLA-DPA10103-DPB10401. The binding affinity (normalized) is 0.437. (8) The binding affinity (normalized) is 0.262. The MHC is HLA-DPA10201-DPB10101 with pseudo-sequence HLA-DPA10201-DPB10101. The peptide sequence is MSGHALAARTLLAAA. (9) The peptide sequence is DTFRKLFDVYSNFLR. The MHC is DRB1_0301 with pseudo-sequence DRB1_0301. The binding affinity (normalized) is 0.0628. (10) The peptide sequence is QVNRAIKNETSIHEI. The MHC is DRB1_0101 with pseudo-sequence DRB1_0101. The binding affinity (normalized) is 0.587.